The task is: Predict which catalyst facilitates the given reaction.. This data is from Catalyst prediction with 721,799 reactions and 888 catalyst types from USPTO. (1) Reactant: [NH2:1][C:2]1[CH:3]=[C:4]([OH:12])[C:5](=[CH:10][CH:11]=1)[C:6]([O:8][CH3:9])=[O:7].[C:13](OC(=O)C)(=[O:15])[CH3:14]. Product: [C:13]([NH:1][C:2]1[CH:3]=[C:4]([OH:12])[C:5](=[CH:10][CH:11]=1)[C:6]([O:8][CH3:9])=[O:7])(=[O:15])[CH3:14]. The catalyst class is: 6. (2) Reactant: [C:1]([O:5][C:6]([NH:8][C:9]([CH3:20])([CH2:17][C:18]#[N:19])[C:10]([O:12][C:13]([CH3:16])([CH3:15])[CH3:14])=[O:11])=[O:7])([CH3:4])([CH3:3])[CH3:2].[ClH:21].[H][H]. Product: [ClH:21].[NH2:19][CH2:18][CH2:17][C:9]([NH:8][C:6]([O:5][C:1]([CH3:4])([CH3:3])[CH3:2])=[O:7])([CH3:20])[C:10]([O:12][C:13]([CH3:15])([CH3:16])[CH3:14])=[O:11]. The catalyst class is: 458. (3) Reactant: [CH:1]1[C:13]([NH2:14])=[CH:12][C:11]2[CH2:15][CH2:16][CH2:17][N:9]3[C:10]=2[C:2]=1[C:3]1[CH2:4][CH2:5][CH2:6][CH2:7][C:8]=13.[C:18](Cl)(=[O:23])[CH2:19][CH:20]([CH3:22])[CH3:21]. Product: [CH:1]1[C:13]([NH:14][C:18](=[O:23])[CH2:19][CH:20]([CH3:22])[CH3:21])=[CH:12][C:11]2[CH2:15][CH2:16][CH2:17][N:9]3[C:10]=2[C:2]=1[C:3]1[CH2:4][CH2:5][CH2:6][CH2:7][C:8]=13. The catalyst class is: 68. (4) The catalyst class is: 13. Product: [OH:20][CH2:19][C:18]1[C:17]2[C:12](=[CH:13][CH:14]=[CH:15][CH:16]=2)[NH:11][C:10]=1[C:8]([N:5]1[CH2:6][CH2:7][N:2]([CH3:1])[CH2:3][CH2:4]1)=[O:9]. Reactant: [CH3:1][N:2]1[CH2:7][CH2:6][N:5]([C:8]([C:10]2[NH:11][C:12]3[C:17]([C:18]=2[CH:19]=[O:20])=[CH:16][CH:15]=[CH:14][CH:13]=3)=[O:9])[CH2:4][CH2:3]1.[BH4-].[Na+]. (5) Reactant: [Br:1][C:2]1[CH:3]=[CH:4][C:5]2[N:6]([C:8]([C:11]([O:13]CC)=O)=[N:9][N:10]=2)[CH:7]=1.Cl.Cl.[Cl:18][C:19]1[CH:24]=[CH:23][C:22]([F:25])=[CH:21][C:20]=1[CH:26]1[CH2:31][CH2:30][NH:29][CH2:28][CH2:27]1.F[P-](F)(F)(F)(F)F.N1(O[P+](N(C)C)(N(C)C)N(C)C)C2C=CC=CC=2N=N1.C(N(C(C)C)CC)(C)C. Product: [Br:1][C:2]1[CH:3]=[CH:4][C:5]2[N:6]([C:8]([C:11]([N:29]3[CH2:28][CH2:27][CH:26]([C:20]4[CH:21]=[C:22]([F:25])[CH:23]=[CH:24][C:19]=4[Cl:18])[CH2:31][CH2:30]3)=[O:13])=[N:9][N:10]=2)[CH:7]=1. The catalyst class is: 20.